From a dataset of Reaction yield outcomes from USPTO patents with 853,638 reactions. Predict the reaction yield, written as a fraction of the theoretical maximum amount of product (1.0 means a 100% yield; for example, 0.34 means a 34% yield). (1) The reactants are [N+:1]([C:4]1[CH:9]=[CH:8][C:7]([N:10]([C:20]2[CH:25]=[CH:24][C:23]([N+:26]([O-])=O)=[CH:22][CH:21]=2)[C:11]2[CH:16]=[CH:15][C:14]([N+:17]([O-])=O)=[CH:13][CH:12]=2)=[CH:6][CH:5]=1)([O-])=O.[Sn](Cl)Cl. The catalyst is Cl. The product is [NH2:1][C:4]1[CH:9]=[CH:8][C:7]([N:10]([C:20]2[CH:25]=[CH:24][C:23]([NH2:26])=[CH:22][CH:21]=2)[C:11]2[CH:16]=[CH:15][C:14]([NH2:17])=[CH:13][CH:12]=2)=[CH:6][CH:5]=1. The yield is 1.00. (2) The reactants are C([O:8][N:9]1[C:15](=[O:16])[N:14]2[CH2:17][C@H:10]1[CH2:11][CH2:12][C@H:13]2[C:18]([NH:20][O:21][C@H:22]1[CH2:26][CH2:25][N:24]([C:27]([NH:36][C:37](=[O:43])[O:38][C:39]([CH3:42])([CH3:41])[CH3:40])=[N:28][C:29](=[O:35])[O:30][C:31]([CH3:34])([CH3:33])[CH3:32])[CH2:23]1)=[O:19])C1C=CC=CC=1. The catalyst is CO.[Pd]. The product is [OH:8][N:9]1[C:15](=[O:16])[N:14]2[CH2:17][C@H:10]1[CH2:11][CH2:12][C@H:13]2[C:18]([NH:20][O:21][C@H:22]1[CH2:26][CH2:25][N:24]([C:27]([NH:36][C:37](=[O:43])[O:38][C:39]([CH3:42])([CH3:41])[CH3:40])=[N:28][C:29](=[O:35])[O:30][C:31]([CH3:33])([CH3:34])[CH3:32])[CH2:23]1)=[O:19]. The yield is 0.970. (3) The reactants are [CH2:1]([O:8][C:9]1[CH:10]=[C:11]([CH:15]=[C:16]([O:18][CH:19]([CH3:21])[CH3:20])[CH:17]=1)[C:12]([OH:14])=O)[C:2]1[CH:7]=[CH:6][CH:5]=[CH:4][CH:3]=1.C(N(CC)CC)C.[N:29]1[CH:34]=[CH:33][CH:32]=[CH:31][C:30]=1[CH2:35][N:36]1[CH:40]=[CH:39][C:38]([NH2:41])=[N:37]1.CCCCCCC.C(OCC)(=O)C. The catalyst is S(Cl)(Cl)=O. The product is [CH2:1]([O:8][C:9]1[CH:10]=[C:11]([CH:15]=[C:16]([O:18][CH:19]([CH3:21])[CH3:20])[CH:17]=1)[C:12]([NH:41][C:38]1[CH:39]=[CH:40][N:36]([CH2:35][C:30]2[CH:31]=[CH:32][CH:33]=[CH:34][N:29]=2)[N:37]=1)=[O:14])[C:2]1[CH:3]=[CH:4][CH:5]=[CH:6][CH:7]=1. The yield is 0.430. (4) The reactants are [CH3:1][O:2][C:3]1[CH:8]=[C:7]([N+:9]([O-])=O)[CH:6]=[CH:5][C:4]=1[NH:12][C:13]([NH:15][C:16]1[CH:21]=[N:20][CH:19]=[CH:18][N:17]=1)=[O:14]. The catalyst is CN(C=O)C.[Pd]. The product is [NH2:9][C:7]1[CH:6]=[CH:5][C:4]([NH:12][C:13]([NH:15][C:16]2[CH:21]=[N:20][CH:19]=[CH:18][N:17]=2)=[O:14])=[C:3]([O:2][CH3:1])[CH:8]=1. The yield is 0.410.